From a dataset of Forward reaction prediction with 1.9M reactions from USPTO patents (1976-2016). Predict the product of the given reaction. (1) Given the reactants C([O:8][C:9]1[CH:10]=[C:11]2[C:16](=[C:17]([C:19]([NH2:21])=[O:20])[CH:18]=1)[N:15]=[CH:14][N:13]=[C:12]2[NH:22][CH:23]([C:28]1[CH:33]=[CH:32][CH:31]=[C:30]([Cl:34])[CH:29]=1)[CH2:24][N:25]([CH3:27])[CH3:26])C1C=CC=CC=1, predict the reaction product. The product is: [Cl:34][C:30]1[CH:29]=[C:28]([CH:23]([NH:22][C:12]2[C:11]3[C:16](=[C:17]([C:19]([NH2:21])=[O:20])[CH:18]=[C:9]([OH:8])[CH:10]=3)[N:15]=[CH:14][N:13]=2)[CH2:24][N:25]([CH3:27])[CH3:26])[CH:33]=[CH:32][CH:31]=1. (2) Given the reactants Br[C:2]1[CH:6]=[C:5]([Si](C)(C)C)[S:4][C:3]=1[C:11]1[S:12][C:13]([Si](C)(C)C)=[CH:14][C:15]=1Br.C([Li])CCC.[CH3:26][CH:27]([CH2:39][CH2:40][CH2:41][CH:42]([CH3:44])[CH3:43])[CH2:28][CH2:29][Si:30]([CH2:33][CH2:34][CH2:35][CH2:36][CH2:37][CH3:38])(Cl)Cl.O, predict the reaction product. The product is: [CH3:26][CH:27]([CH2:39][CH2:40][CH2:41][CH:42]([CH3:43])[CH3:44])[CH2:28][CH2:29][Si:30]1([CH2:33][CH2:34][CH2:35][CH2:36][CH2:37][CH3:38])[C:2]2[CH:6]=[CH:5][S:4][C:3]=2[C:11]2[S:12][CH:13]=[CH:14][C:15]1=2. (3) Given the reactants [CH:1]([OH:3])=O.C(OC(=O)C)(=O)C.[NH2:11][C:12]1[CH:17]=[CH:16][C:15]([C:18]2[C:22]3[CH2:23][CH2:24][CH2:25][C:26](=[O:27])[C:21]=3[O:20][N:19]=2)=[CH:14][C:13]=1[O:28][CH3:29], predict the reaction product. The product is: [CH3:29][O:28][C:13]1[CH:14]=[C:15]([C:18]2[C:22]3[CH2:23][CH2:24][CH2:25][C:26](=[O:27])[C:21]=3[O:20][N:19]=2)[CH:16]=[CH:17][C:12]=1[NH:11][CH:1]=[O:3]. (4) Given the reactants [CH:1]1([C:7]2[CH:12]=[C:11]([CH3:13])[CH:10]=[CH:9][C:8]=2[O:14][CH2:15][C:16]#[CH:17])[CH2:6][CH2:5][CH2:4][CH2:3][CH2:2]1.C#CCCCCCC.I[C:27]1[CH:32]=[CH:31][C:30]([I:33])=[CH:29][CH:28]=1.IC1[CH:36]=[C:37]2[C:41](=CC=1)CN([C:38](C1C=CC=CC=1)(C1C=CC=CC=1)[C:37]1[CH:41]=CC=C[CH:36]=1)[CH2:38]2, predict the reaction product. The product is: [C:1]12([C:7]3[CH:12]=[C:11]([CH3:13])[CH:10]=[CH:9][C:8]=3[O:14][CH2:15][C:16]#[C:17][C:27]3[CH:32]=[CH:31][C:30]([I:33])=[CH:29][CH:28]=3)[CH2:41][CH:37]3[CH2:38][CH:3]([CH2:4][CH:5]([CH2:36]3)[CH2:6]1)[CH2:2]2. (5) Given the reactants [CH3:1][O:2][C:3](=[O:13])[C:4](=[CH:9]N(C)C)[C:5](OC)=[O:6].[CH3:14][O:15][C:16]1[CH:24]=[CH:23][C:19]([CH2:20][NH:21][NH2:22])=[CH:18][CH:17]=1.C([O-])([O-])=O.[K+].[K+], predict the reaction product. The product is: [CH3:1][O:2][C:3]([C:4]1[C:5]([OH:6])=[N:22][N:21]([CH2:20][C:19]2[CH:23]=[CH:24][C:16]([O:15][CH3:14])=[CH:17][CH:18]=2)[CH:9]=1)=[O:13]. (6) Given the reactants [N+:1]([C:4]1[CH:5]=[C:6]([O:10][CH2:11][O:12][CH3:13])[CH:7]=[CH:8][CH:9]=1)([O-])=O, predict the reaction product. The product is: [CH3:13][O:12][CH2:11][O:10][C:6]1[CH:7]=[CH:8][CH:9]=[C:4]([NH2:1])[CH:5]=1. (7) Given the reactants Br[C:2]1[S:3][C:4]([CH:7]=[O:8])=[CH:5][N:6]=1.C(N(CC)CC)C.[C:16]1([C:22]#[CH:23])[CH:21]=[CH:20][CH:19]=[CH:18][CH:17]=1, predict the reaction product. The product is: [C:16]1([C:22]#[C:23][C:2]2[S:3][C:4]([CH:7]=[O:8])=[CH:5][N:6]=2)[CH:21]=[CH:20][CH:19]=[CH:18][CH:17]=1.